This data is from Full USPTO retrosynthesis dataset with 1.9M reactions from patents (1976-2016). The task is: Predict the reactants needed to synthesize the given product. (1) Given the product [C:24]([OH:26])(=[O:25])/[CH:22]=[CH:19]/[C:20]([OH:21])=[O:1].[NH2:3][CH2:2][CH2:6][C:11]1[C:10]2[C:9](=[CH:8][CH:30]=[C:27]([O:26][CH2:24][C:22]([N:51]3[CH2:50][CH2:49][N:48]([C:45]4[CH:44]=[CH:43][C:42]([C:40]5[O:41][CH2:37][CH2:31][N:39]=5)=[CH:47][CH:46]=4)[CH2:53][CH2:52]3)=[O:23])[CH:29]=2)[NH:12][CH:17]=1, predict the reactants needed to synthesize it. The reactants are: [O:1]1CC[N:3]=[C:2]1[C:6]1[CH:11]=[CH:10][C:9]([N:12]2[CH2:17]CNCC2)=[CH:8]C=1.N[C@H:19]([C:22]([C:24]([O:26][C:27]([CH3:30])([CH3:29])C)=[O:25])=[O:23])[CH2:20][OH:21].[C:31]1([C:37]2[O:41][C:40]([C:42]3[CH:47]=[CH:46][C:45]([N:48]4[CH2:53][CH2:52][NH:51][CH2:50][CH2:49]4)=[CH:44][CH:43]=3)=[N:39]N=2)C=CC=CC=1. (2) Given the product [CH2:1]([O:3][C:4]1[CH:5]=[C:6]2[C:11](=[CH:12][C:13]=1[S:14]([C:28]1[CH:29]=[CH:30][C:25]([F:24])=[CH:26][CH:27]=1)(=[O:15])=[O:16])[CH2:10][NH:9][CH2:8][CH2:7]2)[CH3:2], predict the reactants needed to synthesize it. The reactants are: [CH2:1]([O:3][C:4]1[CH:5]=[C:6]2[C:11](=[CH:12][C:13]=1[S:14](F)(=[O:16])=[O:15])[CH2:10][N:9](C(=O)C(F)(F)F)[CH2:8][CH2:7]2)[CH3:2].[F:24][C:25]1[CH:30]=[CH:29][C:28]([Mg]Br)=[CH:27][CH:26]=1. (3) Given the product [Cl:21][C:17]1[CH:16]=[C:15](/[CH:14]=[CH:13]/[C:12]([N:7]2[CH2:8][CH2:9][C:10](=[O:11])[N:4]([CH2:3][CH2:2][N:23]3[CH2:28][CH2:27][O:26][CH2:25][CH2:24]3)[CH2:5][CH2:6]2)=[O:22])[CH:20]=[CH:19][CH:18]=1, predict the reactants needed to synthesize it. The reactants are: Cl[CH2:2][CH2:3][N:4]1[C:10](=[O:11])[CH2:9][CH2:8][N:7]([C:12](=[O:22])/[CH:13]=[CH:14]/[C:15]2[CH:20]=[CH:19][CH:18]=[C:17]([Cl:21])[CH:16]=2)[CH2:6][CH2:5]1.[NH:23]1[CH2:28][CH2:27][O:26][CH2:25][CH2:24]1.[Na+].[I-].